Dataset: Full USPTO retrosynthesis dataset with 1.9M reactions from patents (1976-2016). Task: Predict the reactants needed to synthesize the given product. (1) Given the product [CH3:1][O:2][C:3]1[CH:8]=[CH:7][C:6]([O:9][CH:11]([C:35]2[CH:36]=[CH:37][CH:38]=[CH:39][CH:40]=2)[CH2:12][CH2:13][CH2:14][CH2:15][CH2:16][N:17]2[CH2:22][CH2:21][CH:20]([C:23]3[CH:24]=[C:25]([NH:29][C:30](=[O:34])[CH:31]([CH3:33])[CH3:32])[CH:26]=[CH:27][CH:28]=3)[CH2:19][CH2:18]2)=[CH:5][CH:4]=1, predict the reactants needed to synthesize it. The reactants are: [CH3:1][O:2][C:3]1[CH:8]=[CH:7][C:6]([OH:9])=[CH:5][CH:4]=1.O[CH:11]([C:35]1[CH:40]=[CH:39][CH:38]=[CH:37][CH:36]=1)[CH2:12][CH2:13][CH2:14][CH2:15][CH2:16][N:17]1[CH2:22][CH2:21][CH:20]([C:23]2[CH:24]=[C:25]([NH:29][C:30](=[O:34])[CH:31]([CH3:33])[CH3:32])[CH:26]=[CH:27][CH:28]=2)[CH2:19][CH2:18]1. (2) The reactants are: [CH3:1][N:2]1[CH:7]=[CH:6][C:5]([C:8]([NH2:10])=O)=[CH:4][C:3]1=[O:11].C(OC(C(F)(F)F)=O)(C(F)(F)F)=O. Given the product [CH3:1][N:2]1[CH:7]=[CH:6][C:5]([C:8]#[N:10])=[CH:4][C:3]1=[O:11], predict the reactants needed to synthesize it.